Dataset: Forward reaction prediction with 1.9M reactions from USPTO patents (1976-2016). Task: Predict the product of the given reaction. (1) Given the reactants Br[C:2]1[CH:3]=[N:4][CH:5]=[C:6]([C@@H:8]2[CH2:12][CH2:11][CH2:10][N:9]2[C@@H](C2C=CC(OC)=CC=2)C)[CH:7]=1.[C:23](O)([C:25](F)(F)F)=O, predict the reaction product. The product is: [NH:9]1[CH2:10][CH2:11][CH2:12][C@H:8]1[C:6]1[CH:7]=[C:2]([C:2]2[C:23]3[C:25](=[CH:5][CH:6]=[CH:8][CH:12]=3)[NH:4][CH:3]=2)[CH:3]=[N:4][CH:5]=1. (2) Given the reactants [NH:1]1[CH2:6][CH2:5][C:4]2([O:11][C:10]3[C:12]4[C:17]([C:18](=[O:21])[C:19](=[O:20])[C:9]=3[S:8][CH2:7]2)=[CH:16][CH:15]=[CH:14][CH:13]=4)[CH2:3][CH2:2]1.[CH:22]([O:25][CH2:26][CH:27]1[CH2:29][O:28]1)([CH3:24])[CH3:23], predict the reaction product. The product is: [OH:28][CH:27]([CH2:26][O:25][CH:22]([CH3:24])[CH3:23])[CH2:29][N:1]1[CH2:2][CH2:3][C:4]2([O:11][C:10]3[C:12]4[C:17]([C:18](=[O:21])[C:19](=[O:20])[C:9]=3[S:8][CH2:7]2)=[CH:16][CH:15]=[CH:14][CH:13]=4)[CH2:5][CH2:6]1.